This data is from Reaction yield outcomes from USPTO patents with 853,638 reactions. The task is: Predict the reaction yield, written as a fraction of the theoretical maximum amount of product (1.0 means a 100% yield; for example, 0.34 means a 34% yield). The reactants are [F:1][C:2]1[CH:7]=[CH:6][C:5]([NH2:8])=[C:4]([N+:9]([O-:11])=[O:10])[CH:3]=1.[C:12](#[N:15])[CH:13]=[CH2:14]. The catalyst is O1CCOCC1.O. The product is [F:1][C:2]1[CH:7]=[CH:6][C:5]([NH:8][CH2:14][CH2:13][C:12]#[N:15])=[C:4]([N+:9]([O-:11])=[O:10])[CH:3]=1. The yield is 0.630.